Dataset: Catalyst prediction with 721,799 reactions and 888 catalyst types from USPTO. Task: Predict which catalyst facilitates the given reaction. (1) Reactant: [NH2:1][CH:2]1[CH2:7][CH2:6][CH2:5][NH:4][C:3]1=[O:8].[CH3:9][C:10]([O:13][C:14](O[C:14]([O:13][C:10]([CH3:12])([CH3:11])[CH3:9])=[O:15])=[O:15])([CH3:12])[CH3:11].CCN(CC)CC. Product: [C:10]([O:13][C:14]([N:4]1[CH2:5][CH2:6][CH2:7][CH:2]([NH2:1])[C:3]1=[O:8])=[O:15])([CH3:12])([CH3:11])[CH3:9]. The catalyst class is: 2. (2) The catalyst class is: 83. Product: [CH3:3][O:4][C@@H:5]([CH2:9][C:10]1[C:15]2[S:16][CH:17]=[CH:18][C:14]=2[C:13]([O:19][CH2:20][CH2:21][C:22]2[N:23]=[C:24]([C:28]3[CH:33]=[CH:32][CH:31]=[CH:30][CH:29]=3)[O:25][C:26]=2[CH3:27])=[CH:12][CH:11]=1)[C:6]([OH:8])=[O:7]. Reactant: O=O.[CH3:3][O:4]/[C:5](=[CH:9]\[C:10]1[C:15]2[S:16][CH:17]=[CH:18][C:14]=2[C:13]([O:19][CH2:20][CH2:21][C:22]2[N:23]=[C:24]([C:28]3[CH:33]=[CH:32][CH:31]=[CH:30][CH:29]=3)[O:25][C:26]=2[CH3:27])=[CH:12][CH:11]=1)/[C:6]([OH:8])=[O:7].C1([C@@H](N)C)C=CC=CC=1.[H][H]. (3) Reactant: [N+:1]([C:4]1[CH:5]=[C:6]2[C:10](=[CH:11][CH:12]=1)[NH:9][N:8]=[C:7]2[C:13](O)=[O:14])([O-])=O.[AlH4-].[Li+].O.[OH-].[Na+]. Product: [NH2:1][C:4]1[CH:5]=[C:6]2[C:10](=[CH:11][CH:12]=1)[NH:9][N:8]=[C:7]2[CH2:13][OH:14]. The catalyst class is: 1. (4) Reactant: Br[C:2]1[CH:3]=[C:4]2[C:8](=[CH:9][C:10]=1[F:11])[N:7]([CH3:12])[N:6]=[CH:5]2.[Li]CCCC.[Cl:18][C:19]1[CH:20]=[CH:21][C:22]2[N:23]([C:25]([C:28](=[O:30])[CH3:29])=[CH:26][N:27]=2)[N:24]=1. Product: [Cl:18][C:19]1[CH:20]=[CH:21][C:22]2[N:23]([C:25]([C:28]([C:2]3[CH:3]=[C:4]4[C:8](=[CH:9][C:10]=3[F:11])[N:7]([CH3:12])[N:6]=[CH:5]4)([OH:30])[CH3:29])=[CH:26][N:27]=2)[N:24]=1. The catalyst class is: 1. (5) Reactant: [OH-].[Na+].C[O:4][C:5](=[O:24])[CH2:6][CH2:7][CH2:8][CH2:9][CH2:10][CH2:11][CH2:12][N:13]1[CH:17]=[CH:16][N:15]=[C:14]1[C:18]1[CH:23]=[CH:22][CH:21]=[CH:20][CH:19]=1. The catalyst class is: 72. Product: [C:18]1([C:14]2[N:13]([CH2:12][CH2:11][CH2:10][CH2:9][CH2:8][CH2:7][CH2:6][C:5]([OH:24])=[O:4])[CH:17]=[CH:16][N:15]=2)[CH:19]=[CH:20][CH:21]=[CH:22][CH:23]=1. (6) Reactant: [CH:1](=O)[CH2:2][CH2:3][CH3:4].[C:6]1([C@@H:12]([NH2:14])[CH3:13])[CH:11]=[CH:10][CH:9]=[CH:8][CH:7]=1. Product: [CH:1](=[N:14]/[C@H:12]([C:6]1[CH:11]=[CH:10][CH:9]=[CH:8][CH:7]=1)[CH3:13])\[CH2:2][CH2:3][CH3:4]. The catalyst class is: 2. (7) Reactant: Cl[C:2]1[N:7]2[N:8]=[C:9]([CH3:11])[CH:10]=[C:6]2[N:5]=[C:4]([NH:12][C:13](=[O:24])[C:14]2[CH:19]=[CH:18][C:17]([C:20]([OH:23])([CH3:22])[CH3:21])=[CH:16][CH:15]=2)[CH:3]=1.[NH:25]1[CH2:30][CH2:29][CH:28]([NH:31][C:32](=[O:38])[O:33][C:34]([CH3:37])([CH3:36])[CH3:35])[CH2:27][CH2:26]1.C(N(C(C)C)CC)(C)C. Product: [OH:23][C:20]([C:17]1[CH:18]=[CH:19][C:14]([C:13]([NH:12][C:4]2[CH:3]=[C:2]([N:25]3[CH2:26][CH2:27][CH:28]([NH:31][C:32](=[O:38])[O:33][C:34]([CH3:36])([CH3:35])[CH3:37])[CH2:29][CH2:30]3)[N:7]3[N:8]=[C:9]([CH3:11])[CH:10]=[C:6]3[N:5]=2)=[O:24])=[CH:15][CH:16]=1)([CH3:22])[CH3:21]. The catalyst class is: 60. (8) Reactant: [Br:1][C:2]1[N:6]2[C:7](=[O:13])[CH:8]=[C:9]([CH2:11]Cl)[N:10]=[C:5]2[S:4][C:3]=1[CH3:14].[I-].[K+].C(=O)([O-])[O-].[K+].[K+].[CH2:23]([C:25]1[NH:29][N:28]=[C:27]([C:30]([F:33])([F:32])[F:31])[CH:26]=1)[CH3:24]. Product: [Br:1][C:2]1[N:6]2[C:7](=[O:13])[CH:8]=[C:9]([CH2:11][N:29]3[C:25]([CH2:23][CH3:24])=[CH:26][C:27]([C:30]([F:31])([F:32])[F:33])=[N:28]3)[N:10]=[C:5]2[S:4][C:3]=1[CH3:14]. The catalyst class is: 23. (9) Reactant: [C:1]([O:5][C:6](=[O:35])[CH2:7][N:8]([S:24](=[O:34])(=[O:33])[NH:25][C:26]([O:28][C:29]([CH3:32])([CH3:31])[CH3:30])=[O:27])[C:9]1[CH:14]=[CH:13][C:12]([I:15])=[CH:11][C:10]=1[O:16][CH2:17][C:18]1[CH:23]=[CH:22][CH:21]=[CH:20][CH:19]=1)([CH3:4])([CH3:3])[CH3:2].C1(P(C2C=CC=CC=2)C2C=CC=CC=2)C=CC=CC=1.[CH3:55][Si:56]([CH3:61])([CH3:60])[CH2:57][CH2:58]O.CC(OC(/N=N/C(OC(C)C)=O)=O)C. Product: [CH2:17]([O:16][C:10]1[CH:11]=[C:12]([I:15])[CH:13]=[CH:14][C:9]=1[N:8]([S:24]([N:25]([C:26]([O:28][C:29]([CH3:32])([CH3:31])[CH3:30])=[O:27])[CH2:58][CH2:57][Si:56]([CH3:61])([CH3:60])[CH3:55])(=[O:33])=[O:34])[CH2:7][C:6]([O:5][C:1]([CH3:4])([CH3:2])[CH3:3])=[O:35])[C:18]1[CH:23]=[CH:22][CH:21]=[CH:20][CH:19]=1. The catalyst class is: 11.